From a dataset of Reaction yield outcomes from USPTO patents with 853,638 reactions. Predict the reaction yield, written as a fraction of the theoretical maximum amount of product (1.0 means a 100% yield; for example, 0.34 means a 34% yield). (1) The reactants are Cl[CH2:2][CH2:3][C:4]([C:10]1[CH:15]=[CH:14][CH:13]=[CH:12][CH:11]=1)([OH:9])[CH2:5][C:6]([CH3:8])=[CH2:7].[Br:16][C:17]1[CH:22]=[CH:21][C:20]([C@@H:23]([NH2:25])[CH3:24])=[CH:19][CH:18]=1.C([O-])([O-])=O.[K+].[K+]. The catalyst is C(#N)C. The product is [Br:16][C:17]1[CH:22]=[CH:21][C:20]([C@@H:23]([NH:25][CH2:2][CH2:3][C:4]([C:10]2[CH:15]=[CH:14][CH:13]=[CH:12][CH:11]=2)([OH:9])[CH2:5][C:6]([CH3:8])=[CH2:7])[CH3:24])=[CH:19][CH:18]=1. The yield is 0.600. (2) The reactants are [CH3:1][O:2][C:3]1[CH:4]=[C:5]2[C:10](=[CH:11][C:12]=1[O:13][CH3:14])[N:9]=[CH:8][CH:7]=[C:6]2[O:15][C:16]1[CH:22]=[CH:21][C:19]([NH2:20])=[C:18]([CH3:23])[C:17]=1[CH3:24].ClC(Cl)(O[C:29](=[O:35])OC(Cl)(Cl)Cl)Cl.[NH2:37][N:38]1[CH2:43][CH2:42][CH2:41][CH2:40][CH2:39]1.C(=O)(O)[O-].[Na+]. The catalyst is C(Cl)Cl.C(N(CC)CC)C.C1(C)C=CC=CC=1. The product is [CH3:1][O:2][C:3]1[CH:4]=[C:5]2[C:10](=[CH:11][C:12]=1[O:13][CH3:14])[N:9]=[CH:8][CH:7]=[C:6]2[O:15][C:16]1[CH:22]=[CH:21][C:19]([NH:20][C:29]([NH:37][N:38]2[CH2:43][CH2:42][CH2:41][CH2:40][CH2:39]2)=[O:35])=[C:18]([CH3:23])[C:17]=1[CH3:24]. The yield is 0.580.